Dataset: Reaction yield outcomes from USPTO patents with 853,638 reactions. Task: Predict the reaction yield, written as a fraction of the theoretical maximum amount of product (1.0 means a 100% yield; for example, 0.34 means a 34% yield). (1) The reactants are C(OC(N1CCCCC1[O:14][C:15]1[CH:20]=[CH:19][C:18]([NH:21][C:22]2[C:23]3[CH:31]=[C:30](F)[N:29]=[CH:28][C:24]=3[N:25]=[CH:26][N:27]=2)=[CH:17][C:16]=1[CH3:33])=O)(C)(C)C.F[C:35]1[N:45]=[CH:44][C:38]2N=CNC(=O)[C:37]=2[CH:36]=1.O=S(Cl)Cl.CC[N:52]([CH2:55][CH3:56])[CH2:53][CH3:54].C(OC(N1CCC([O:70][C:71]2[CH:76]=[CH:75][C:74](N)=[CH:73][C:72]=2C)CC1)=O)(C)(C)C. The catalyst is ClCCCl.CN(C=O)C. The product is [CH:76]1([C:71]([N:45]2[CH2:35][CH2:36][CH:37]([O:14][C:15]3[CH:20]=[CH:19][C:18]([NH:21][C:22]4[C:23]5[CH:31]=[C:30]([N:52]6[CH2:53][CH2:54][CH2:56][CH2:55]6)[N:29]=[CH:28][C:24]=5[N:25]=[CH:26][N:27]=4)=[CH:17][C:16]=3[CH3:33])[CH2:38][CH2:44]2)=[O:70])[CH2:75][CH2:74][CH2:73][CH2:72]1. The yield is 0.560. (2) The reactants are CN(C)CCN.[S:7]1[CH:11]=[CH:10][CH:9]=[C:8]1[CH2:12][O:13][N:14]1C(=O)C2=CC=CC=C2C1=O.C(O)(=O)C.[Cl:29][C:30]1[CH:35]=[CH:34][C:33]([NH:36][S:37]([C:40]([F:43])([F:42])[F:41])(=[O:39])=[O:38])=[C:32]([C:44](=O)[CH2:45][CH3:46])[CH:31]=1. The catalyst is CCO. The product is [Cl:29][C:30]1[CH:35]=[CH:34][C:33]([NH:36][S:37]([C:40]([F:43])([F:42])[F:41])(=[O:39])=[O:38])=[C:32]([C:44](=[N:14][O:13][CH2:12][C:8]2[S:7][CH:11]=[CH:10][CH:9]=2)[CH2:45][CH3:46])[CH:31]=1. The yield is 0.850.